From a dataset of Full USPTO retrosynthesis dataset with 1.9M reactions from patents (1976-2016). Predict the reactants needed to synthesize the given product. (1) Given the product [C:11]([C:9]1[CH:10]=[C:5]2[N:4]=[CH:3][C:2]([C:16]#[C:15][C:17]3[CH:22]=[CH:21][C:20]([F:23])=[CH:19][CH:18]=3)=[CH:7][N:6]2[N:8]=1)([CH3:14])([CH3:13])[CH3:12], predict the reactants needed to synthesize it. The reactants are: Br[C:2]1[CH:3]=[N:4][C:5]2[N:6]([N:8]=[C:9]([C:11]([CH3:14])([CH3:13])[CH3:12])[CH:10]=2)[CH:7]=1.[C:15]([C:17]1[CH:22]=[CH:21][C:20]([F:23])=[CH:19][CH:18]=1)#[CH:16]. (2) The reactants are: [F:1][C:2]1[CH:7]=[C:6]([NH2:8])[CH:5]=[CH:4][C:3]=1[NH:9][C:10]1[CH:15]=[CH:14][N:13]=[C:12]2[NH:16][CH:17]=[C:18]([CH3:19])[C:11]=12.Cl[C:21]1[CH:26]=[C:25]([C:27]([F:30])([F:29])[F:28])[N:24]=[C:23]([NH2:31])[N:22]=1.Cl.[OH-].[Na+]. Given the product [F:1][C:2]1[CH:7]=[C:6]([NH:8][C:21]2[CH:26]=[C:25]([C:27]([F:30])([F:28])[F:29])[N:24]=[C:23]([NH2:31])[N:22]=2)[CH:5]=[CH:4][C:3]=1[NH:9][C:10]1[CH:15]=[CH:14][N:13]=[C:12]2[NH:16][CH:17]=[C:18]([CH3:19])[C:11]=12, predict the reactants needed to synthesize it. (3) Given the product [C:20]1([C:2]2[O:6][C:5]([N:7]3[CH2:11][C@:10]4([CH:16]5[CH2:17][CH2:18][N:13]([CH2:14][CH2:15]5)[CH2:12]4)[O:9][C:8]3=[O:19])=[CH:4][CH:3]=2)[CH:25]=[CH:24][CH:23]=[CH:22][CH:21]=1, predict the reactants needed to synthesize it. The reactants are: Br[C:2]1[O:6][C:5]([N:7]2[CH2:11][C@:10]3([CH:16]4[CH2:17][CH2:18][N:13]([CH2:14][CH2:15]4)[CH2:12]3)[O:9][C:8]2=[O:19])=[CH:4][CH:3]=1.[C:20]1(B(O)O)[CH:25]=[CH:24][CH:23]=[CH:22][CH:21]=1. (4) Given the product [F:31][C:32]1[CH:49]=[C:48]([N+:50]([O-:52])=[O:51])[CH:47]=[CH:46][C:33]=1[O:34][C:35]1[CH:40]=[CH:39][N:38]=[C:37]2[CH:41]=[C:42]([CH:44]=[CH:27][CH2:5][CH2:4][N:3]([CH3:25])[CH3:2])[S:43][C:36]=12, predict the reactants needed to synthesize it. The reactants are: [Br-].[CH3:2][N:3]([CH3:25])[CH2:4][CH2:5][P+](C1C=CC=CC=1)(C1C=CC=CC=1)C1C=CC=CC=1.[Li][CH2:27]CCC.[F:31][C:32]1[CH:49]=[C:48]([N+:50]([O-:52])=[O:51])[CH:47]=[CH:46][C:33]=1[O:34][C:35]1[CH:40]=[CH:39][N:38]=[C:37]2[CH:41]=[C:42]([CH:44]=O)[S:43][C:36]=12.O. (5) Given the product [C:13]([C:8]1[CH:7]=[CH:6][C:5]2[O:1][C:2]([C:10]([NH2:12])=[O:11])=[CH:3][C:4]=2[CH:9]=1)(=[O:15])[CH3:14], predict the reactants needed to synthesize it. The reactants are: [O:1]1[C:5]2[CH:6]=[CH:7][CH:8]=[CH:9][C:4]=2[CH:3]=[C:2]1[C:10]([NH2:12])=[O:11].[C:13](Cl)(=[O:15])[CH3:14].[Al+3].[Cl-].[Cl-].[Cl-].Cl. (6) Given the product [C:14](/[C:18](=[CH:24]/[CH:25]([CH3:28])[CH2:26][CH3:27])/[CH:19]=[CH:20]/[CH:21]([OH:23])[CH3:22])([CH3:15])([CH3:17])[CH3:16], predict the reactants needed to synthesize it. The reactants are: C(/C(=C/CC)/C=C/C(O)C)(C)(C)C.[C:14](/[C:18](=[CH:24]/[CH:25]([CH3:28])[CH2:26][CH3:27])/[C:19]#[C:20][C:21](=[O:23])[CH3:22])([CH3:17])([CH3:16])[CH3:15].[H-].[Al+3].[Li+].[H-].[H-].[H-]. (7) Given the product [CH2:1]([O:3][C:4]([C:6]1([C:9]2[CH:10]=[CH:11][C:12]([C:15]3[CH:16]=[CH:17][C:18]([C:21]4[S:22][C:23]([Cl:29])=[CH:24][C:25]=4[NH:41][C:46]([O:40][C@@H:38]([C:32]4[CH:33]=[CH:34][C:35]([F:37])=[CH:36][C:31]=4[Cl:30])[CH3:39])=[O:50])=[CH:19][CH:20]=3)=[CH:13][CH:14]=2)[CH2:8][CH2:7]1)=[O:5])[CH3:2], predict the reactants needed to synthesize it. The reactants are: [CH2:1]([O:3][C:4]([C:6]1([C:9]2[CH:14]=[CH:13][C:12]([C:15]3[CH:20]=[CH:19][C:18]([C:21]4[S:22][C:23]([Cl:29])=[CH:24][C:25]=4C(=O)N)=[CH:17][CH:16]=3)=[CH:11][CH:10]=2)[CH2:8][CH2:7]1)=[O:5])[CH3:2].[Cl:30][C:31]1[CH:36]=[C:35]([F:37])[CH:34]=[CH:33][C:32]=1[C@H:38]([OH:40])[CH3:39].[N:41]1[CH:46]=CC=CC=1.FC(F)(F)C(OI(C1C=CC=CC=1)OC(=O)C(F)(F)F)=[O:50]. (8) Given the product [F:26][C:21]1[CH:20]=[C:19]([C:14](=[C:12]2[CH2:13][NH:10][CH2:11]2)[S:15]([CH3:18])(=[O:17])=[O:16])[CH:24]=[C:23]([F:25])[CH:22]=1, predict the reactants needed to synthesize it. The reactants are: ClCC1C=CC([C@H](C2C=CC(Cl)=CC=2)[N:10]2[CH2:13][C:12](=[C:14]([C:19]3[CH:24]=[C:23]([F:25])[CH:22]=[C:21]([F:26])[CH:20]=3)[S:15]([CH3:18])(=[O:17])=[O:16])[CH2:11]2)=CC=1.C1(NCCC)CC1. (9) Given the product [CH2:17]([C:2]1[CH:7]=[CH:6][C:5]([O:8][CH3:9])=[CH:4][C:3]=1[N+:10]([O-:12])=[O:11])[CH:16]=[CH2:15], predict the reactants needed to synthesize it. The reactants are: I[C:2]1[CH:7]=[CH:6][C:5]([O:8][CH3:9])=[CH:4][C:3]=1[N+:10]([O-:12])=[O:11].[F-].[Cs+].[CH2:15](B1OC(C)(C)C(C)(C)O1)[CH:16]=[CH2:17].O. (10) Given the product [N+:8]([CH2:7][CH2:6][CH2:5][C@:4]([NH:35][C:36]([NH2:38])=[NH:37])([NH:11][C:12](=[O:34])[C@@H:13]([N:21]([C:23](=[O:33])[CH2:24][CH2:25][C:26]1[CH:31]=[CH:30][C:29]([OH:32])=[CH:28][CH:27]=1)[CH3:22])[CH2:14][C:15]1[CH:16]=[CH:17][CH:18]=[CH:19][CH:20]=1)[C:3]([OH:39])=[O:2])([O-:10])=[O:9], predict the reactants needed to synthesize it. The reactants are: C[O:2][C:3](=[O:39])[C@@:4]([NH:35][C:36]([NH2:38])=[NH:37])([NH:11][C:12](=[O:34])[C@@H:13]([N:21]([C:23](=[O:33])[CH2:24][CH2:25][C:26]1[CH:31]=[CH:30][C:29]([OH:32])=[CH:28][CH:27]=1)[CH3:22])[CH2:14][C:15]1[CH:20]=[CH:19][CH:18]=[CH:17][CH:16]=1)[CH2:5][CH2:6][CH2:7][N+:8]([O-:10])=[O:9].O.[OH-].[Li+].O.FC(F)(F)C(O)=O.